From a dataset of Full USPTO retrosynthesis dataset with 1.9M reactions from patents (1976-2016). Predict the reactants needed to synthesize the given product. (1) Given the product [O:1]1[C:5]2[CH:6]=[CH:7][C:8]([S:10]([N:13]3[CH2:14][CH2:15][CH:16]([NH:19][C:20]4[C:25]([NH2:26])=[CH:24][CH:23]=[C:22]([CH3:29])[N:21]=4)[CH2:17][CH2:18]3)(=[O:12])=[O:11])=[CH:9][C:4]=2[O:3][CH2:2]1, predict the reactants needed to synthesize it. The reactants are: [O:1]1[C:5]2[CH:6]=[CH:7][C:8]([S:10]([N:13]3[CH2:18][CH2:17][CH:16]([NH:19][C:20]4[C:25]([N+:26]([O-])=O)=[CH:24][CH:23]=[C:22]([CH3:29])[N:21]=4)[CH2:15][CH2:14]3)(=[O:12])=[O:11])=[CH:9][C:4]=2[O:3][CH2:2]1.[NH4+].[Cl-]. (2) Given the product [C:11]1([C:2]2[CH:3]=[C:4]3[CH:10]=[CH:9][NH:8][C:5]3=[N:6][CH:7]=2)[CH:16]=[CH:15][CH:14]=[CH:13][CH:12]=1, predict the reactants needed to synthesize it. The reactants are: Br[C:2]1[CH:3]=[C:4]2[CH:10]=[CH:9][NH:8][C:5]2=[N:6][CH:7]=1.[C:11]1(B(O)O)[CH:16]=[CH:15][CH:14]=[CH:13][CH:12]=1.O.COCCOC. (3) Given the product [N+:15]([C:14]1[C:5]2[NH:4][CH2:3][CH2:10][O:9][C:7](=[O:8])[C:6]=2[CH:11]=[CH:12][CH:13]=1)([O-:17])=[O:16], predict the reactants needed to synthesize it. The reactants are: OC[CH2:3][NH:4][C:5]1[C:14]([N+:15]([O-:17])=[O:16])=[CH:13][CH:12]=[CH:11][C:6]=1[C:7]([O:9][CH3:10])=[O:8].Cl. (4) Given the product [CH2:19]([C:18]1[C:3]2[CH2:4][NH:5][CH2:6][CH2:7][C:2]=2[N:25]=[C:23]([CH3:24])[N:26]=1)[CH3:20], predict the reactants needed to synthesize it. The reactants are: O=[C:2]1[CH2:7][CH2:6][N:5](C(OCC2C=CC=CC=2)=O)[CH2:4][CH:3]1[C:18](=O)[CH2:19][CH3:20].Cl.[C:23](=[NH:26])([NH2:25])[CH3:24]. (5) The reactants are: [NH2:1][C:2]1[CH:3]=[C:4]2[C:8](=[CH:9][CH:10]=1)[N:7]([C:11]1[CH:16]=[CH:15][C:14]([NH2:17])=[CH:13][CH:12]=1)[CH:6]=[CH:5]2.[CH3:18][N:19]([CH3:29])[C:20]1[CH:28]=[CH:27][C:23]([C:24]([O-])=[O:25])=[CH:22][CH:21]=1. Given the product [CH3:18][N:19]([CH3:29])[C:20]1[CH:28]=[CH:27][C:23]([C:24]([NH:17][C:14]2[CH:15]=[CH:16][C:11]([N:7]3[C:8]4[C:4](=[CH:3][C:2]([NH:1][C:24](=[O:25])[C:23]5[CH:27]=[CH:28][C:20]([N:19]([CH3:29])[CH3:18])=[CH:21][CH:22]=5)=[CH:10][CH:9]=4)[CH:5]=[CH:6]3)=[CH:12][CH:13]=2)=[O:25])=[CH:22][CH:21]=1, predict the reactants needed to synthesize it. (6) Given the product [C:45](=[O:54])([O:35][C@H:31]1[CH2:32][CH2:33][CH2:34][C@@H:29]([NH:28][C:3]2[C:2]([F:1])=[CH:7][N:6]=[C:5]([C:8]3[C:16]4[C:11](=[N:12][CH:13]=[C:14]([F:17])[CH:15]=4)[N:10]([S:18]([C:21]4[CH:22]=[CH:23][C:24]([CH3:25])=[CH:26][CH:27]=4)(=[O:19])=[O:20])[CH:9]=3)[N:4]=2)[CH2:30]1)[O:46][N:47]1[C:51](=[O:52])[CH2:50][CH2:49][C:48]1=[O:53], predict the reactants needed to synthesize it. The reactants are: [F:1][C:2]1[C:3]([NH:28][C@H:29]2[CH2:34][CH2:33][CH2:32][C@@H:31]([OH:35])[CH2:30]2)=[N:4][C:5]([C:8]2[C:16]3[C:11](=[N:12][CH:13]=[C:14]([F:17])[CH:15]=3)[N:10]([S:18]([C:21]3[CH:27]=[CH:26][C:24]([CH3:25])=[CH:23][CH:22]=3)(=[O:20])=[O:19])[CH:9]=2)=[N:6][CH:7]=1.C(N(CC)C(C)C)(C)C.[C:45](=O)([O:54]N1C(=O)CCC1=O)[O:46][N:47]1[C:51](=[O:52])[CH2:50][CH2:49][C:48]1=[O:53].CC#N.O. (7) Given the product [C:33]([N:16]1[C:17]2[C:13](=[CH:12][C:11](/[C:10](/[C:20]3[CH:25]=[CH:24][C:23](/[CH:26]=[CH:27]/[C:28]([OH:30])=[O:29])=[CH:22][CH:21]=3)=[C:9](/[C:3]3[CH:4]=[CH:5][C:6]([F:8])=[CH:7][C:2]=3[Cl:1])\[CH2:31][CH3:32])=[CH:19][CH:18]=2)[CH:14]=[N:15]1)(=[O:35])[CH3:34], predict the reactants needed to synthesize it. The reactants are: [Cl:1][C:2]1[CH:7]=[C:6]([F:8])[CH:5]=[CH:4][C:3]=1/[C:9](/[CH2:31][CH3:32])=[C:10](\[C:20]1[CH:25]=[CH:24][C:23](/[CH:26]=[CH:27]/[C:28]([OH:30])=[O:29])=[CH:22][CH:21]=1)/[C:11]1[CH:12]=[C:13]2[C:17](=[CH:18][CH:19]=1)[NH:16][N:15]=[CH:14]2.[C:33](OC(=O)C)(=[O:35])[CH3:34]. (8) Given the product [O:1]=[C:2]1[C:11]2[C:6](=[CH:7][CH:8]=[C:9]([C:12]([O:14][CH3:19])=[O:13])[CH:10]=2)[N:5]=[CH:4][NH:3]1, predict the reactants needed to synthesize it. The reactants are: [O:1]=[C:2]1[C:11]2[C:6](=[CH:7][CH:8]=[C:9]([C:12]([OH:14])=[O:13])[CH:10]=2)[N:5]=[CH:4][NH:3]1.S(Cl)(Cl)=O.[CH3:19]O.